This data is from Full USPTO retrosynthesis dataset with 1.9M reactions from patents (1976-2016). The task is: Predict the reactants needed to synthesize the given product. Given the product [F:10][C:8]([F:11])([F:9])[C:6]1[CH:5]=[N:4][C:3]2[C:12]([OH:13])=[N:14][CH:15]=[N:1][C:2]=2[CH:7]=1, predict the reactants needed to synthesize it. The reactants are: [NH2:1][C:2]1[C:3]([C:12]([NH2:14])=[O:13])=[N:4][CH:5]=[C:6]([C:8]([F:11])([F:10])[F:9])[CH:7]=1.[CH2:15](OC(OCC)OCC)C.